From a dataset of Catalyst prediction with 721,799 reactions and 888 catalyst types from USPTO. Predict which catalyst facilitates the given reaction. Reactant: [ClH:1].[Cl:2][C:3]1[CH:8]=[CH:7][C:6]([CH:9]([NH:19][C:20]([C:22]2[N:26]3[CH:27]=[CH:28][CH:29]=[C:30]([O:31][CH2:32][C:33]4[C:38]([F:39])=[CH:37][CH:36]=[CH:35][C:34]=4[F:40])[C:25]3=[N:24][C:23]=2[CH3:41])=[O:21])[CH2:10][NH:11]C(=O)OC(C)(C)C)=[CH:5][CH:4]=1. Product: [ClH:2].[ClH:1].[NH2:11][CH2:10][CH:9]([NH:19][C:20]([C:22]1[N:26]2[CH:27]=[CH:28][CH:29]=[C:30]([O:31][CH2:32][C:33]3[C:38]([F:39])=[CH:37][CH:36]=[CH:35][C:34]=3[F:40])[C:25]2=[N:24][C:23]=1[CH3:41])=[O:21])[C:6]1[CH:5]=[CH:4][C:3]([Cl:2])=[CH:8][CH:7]=1. The catalyst class is: 27.